The task is: Predict the reaction yield, written as a fraction of the theoretical maximum amount of product (1.0 means a 100% yield; for example, 0.34 means a 34% yield).. This data is from Reaction yield outcomes from USPTO patents with 853,638 reactions. (1) The reactants are C(O[C:6](=O)[N:7]([CH2:9][C:10]1[CH:11]=[N:12][C:13]([F:41])=[CH:14][C:15]=1[C:16]1[C:21]2[S:22][C:23]([C:25]3[C:30]([F:31])=[CH:29][N:28]=[C:27]([NH:32][CH2:33][CH2:34][N:35]4[CH2:39][CH2:38][NH:37][C:36]4=[O:40])[N:26]=3)=[CH:24][C:20]=2[CH:19]=[CH:18][CH:17]=1)C)(C)(C)C. The catalyst is C(Cl)Cl.C(O)(C(F)(F)F)=O. The product is [F:31][C:30]1[C:25]([C:23]2[S:22][C:21]3[C:16]([C:15]4[C:10]([CH2:9][NH:7][CH3:6])=[CH:11][N:12]=[C:13]([F:41])[CH:14]=4)=[CH:17][CH:18]=[CH:19][C:20]=3[CH:24]=2)=[N:26][C:27]([NH:32][CH2:33][CH2:34][N:35]2[CH2:39][CH2:38][NH:37][C:36]2=[O:40])=[N:28][CH:29]=1. The yield is 0.780. (2) The reactants are [F:1][C:2]1[CH:7]=[CH:6][C:5]([F:8])=[CH:4][C:3]=1[C@H:9]1[CH2:13][CH2:12][CH2:11][N:10]1[C:14]1[CH:19]=[CH:18][N:17]2[N:20]=[CH:21][C:22]([NH:23][C:24]([N:26]3[CH2:29][CH:28]([O:30][CH3:31])[CH2:27]3)=[O:25])=[C:16]2[N:15]=1.[S:32](=[O:36])(=[O:35])([OH:34])[OH:33]. The catalyst is CO. The product is [S:32]([OH:36])([OH:35])(=[O:34])=[O:33].[F:1][C:2]1[CH:7]=[CH:6][C:5]([F:8])=[CH:4][C:3]=1[C@H:9]1[CH2:13][CH2:12][CH2:11][N:10]1[C:14]1[CH:19]=[CH:18][N:17]2[N:20]=[CH:21][C:22]([NH:23][C:24]([N:26]3[CH2:27][CH:28]([O:30][CH3:31])[CH2:29]3)=[O:25])=[C:16]2[N:15]=1. The yield is 0.940. (3) The reactants are C([O:3][C:4]([C:6]1[N:7]=[C:8]([C:26]2[CH:31]=[CH:30][C:29]([Cl:32])=[CH:28][C:27]=2[Cl:33])[N:9]([C:12]2[CH:17]=[CH:16][C:15]([O:18][CH2:19][C:20]3[CH:25]=[CH:24][CH:23]=[CH:22][CH:21]=3)=[CH:14][CH:13]=2)[C:10]=1[CH3:11])=[O:5])C.[OH-].[K+].Cl. The catalyst is CO.O. The product is [CH2:19]([O:18][C:15]1[CH:14]=[CH:13][C:12]([N:9]2[C:10]([CH3:11])=[C:6]([C:4]([OH:5])=[O:3])[N:7]=[C:8]2[C:26]2[CH:31]=[CH:30][C:29]([Cl:32])=[CH:28][C:27]=2[Cl:33])=[CH:17][CH:16]=1)[C:20]1[CH:21]=[CH:22][CH:23]=[CH:24][CH:25]=1. The yield is 1.00. (4) The catalyst is C1COCC1. The yield is 0.990. The reactants are Cl[C:2]1[C:3](=[O:8])[C:4](=[O:7])[C:5]=1[Cl:6].[NH2:9][C:10]1[C:15]([OH:16])=[C:14]([S:17]([N:20]2[CH2:25][CH2:24][N:23]([CH3:26])[CH2:22][CH2:21]2)(=[O:19])=[O:18])[C:13]([Cl:27])=[CH:12][CH:11]=1. The product is [Cl:6][C:5]1[C:4](=[O:7])[C:3](=[O:8])[C:2]=1[NH:9][C:10]1[CH:11]=[CH:12][C:13]([Cl:27])=[C:14]([S:17]([N:20]2[CH2:25][CH2:24][N:23]([CH3:26])[CH2:22][CH2:21]2)(=[O:19])=[O:18])[C:15]=1[OH:16].